Task: Predict the reactants needed to synthesize the given product.. Dataset: Full USPTO retrosynthesis dataset with 1.9M reactions from patents (1976-2016) (1) Given the product [Cl:1][C:2]1[CH:3]=[C:4]2[C:5]([CH:11]=[C:18]3[O:17][C:16]([NH:19][C:20]4[CH:25]=[CH:24][CH:23]=[CH:22][CH:21]=4)=[C:15]([C:26]([O:28][CH2:29][CH3:30])=[O:27])[C:14]3=[O:13])=[CH:6][NH:7][C:8]2=[N:9][CH:10]=1, predict the reactants needed to synthesize it. The reactants are: [Cl:1][C:2]1[CH:3]=[C:4]2[C:8](=[N:9][CH:10]=1)[NH:7][CH:6]=[C:5]2[CH:11]=O.[O:13]=[C:14]1[CH2:18][O:17][C:16]([NH:19][C:20]2[CH:25]=[CH:24][CH:23]=[CH:22][CH:21]=2)=[C:15]1[C:26]([O:28][CH2:29][CH3:30])=[O:27].N1CCCCC1. (2) Given the product [N:14]1[C:13]2[NH:9][CH:10]=[CH:11][C:12]=2[C:17]([C:18]2[CH:19]=[N:20][N:21]([CH:23]([CH:27]3[CH2:31][CH2:30][CH2:29][CH2:28]3)[CH2:24][C:25]#[N:26])[CH:22]=2)=[CH:16][N:15]=1, predict the reactants needed to synthesize it. The reactants are: C(OC[N:9]1[C:13]2[N:14]=[N:15][CH:16]=[C:17]([C:18]3[CH:19]=[N:20][N:21]([CH:23]([CH:27]4[CH2:31][CH2:30][CH2:29][CH2:28]4)[CH2:24][C:25]#[N:26])[CH:22]=3)[C:12]=2[CH:11]=[CH:10]1)(=O)C(C)(C)C.[OH-].[Na+]. (3) Given the product [NH:1]([C:8]1[N:9]([C:21]2[CH:26]=[CH:25][CH:24]=[CH:23][CH:22]=2)[C:10]2[C:15]([C:16](=[O:18])[CH:17]=1)=[CH:14][C:13]([F:19])=[C:12]([CH3:30])[N:11]=2)[C:2]1[CH:7]=[CH:6][CH:5]=[CH:4][CH:3]=1, predict the reactants needed to synthesize it. The reactants are: [NH:1]([C:8]1[N:9]([C:21]2[CH:26]=[CH:25][CH:24]=[CH:23][CH:22]=2)[C:10]2[C:15]([C:16](=[O:18])[CH:17]=1)=[CH:14][C:13]([F:19])=[C:12](Cl)[N:11]=2)[C:2]1[CH:7]=[CH:6][CH:5]=[CH:4][CH:3]=1.[Cl-].C[Zn+].[CH2:30](N(CC(O)=O)CC(O)=O)CN(CC(O)=O)CC(O)=O. (4) Given the product [CH3:55][N:20]([CH3:19])[C:21]1[CH:26]=[CH:25][C:24]([C:27]2[CH:28]=[CH:29][C:30]([C@@:33]3([O:51][CH3:52])[CH2:37][NH:36][C@H:35]([C:47]([O:49][CH3:50])=[O:48])[CH2:34]3)=[CH:31][CH:32]=2)=[C:23]([CH:53]=[CH2:54])[CH:22]=1, predict the reactants needed to synthesize it. The reactants are: CCCC[N+](CCCC)(CCCC)CCCC.[F-].[CH3:19][N:20]([CH3:55])[C:21]1[CH:26]=[CH:25][C:24]([C:27]2[CH:32]=[CH:31][C:30]([C@@:33]3([O:51][CH3:52])[CH2:37][N:36](C(OCC[Si](C)(C)C)=O)[C@H:35]([C:47]([O:49][CH3:50])=[O:48])[CH2:34]3)=[CH:29][CH:28]=2)=[C:23]([CH:53]=[CH2:54])[CH:22]=1. (5) Given the product [ClH:48].[NH2:33][C@@H:29]1[CH2:30][CH2:31][CH2:32][N:27]([C:3]2[C:2]([Br:1])=[CH:7][N:6]=[C:5]3[NH:8][CH:9]=[C:10]([NH:11][C:12]([CH:14]4[O:19][CH2:18][CH2:17][NH:16][CH2:15]4)=[O:13])[C:4]=23)[CH2:28]1, predict the reactants needed to synthesize it. The reactants are: [Br:1][C:2]1[C:3]([N:27]2[CH2:32][CH2:31][CH2:30][C@@H:29]([NH:33]C(OC(C)(C)C)=O)[CH2:28]2)=[C:4]2[C:10]([NH:11][C:12]([CH:14]3[O:19][CH2:18][CH2:17][N:16](C(OC(C)(C)C)=O)[CH2:15]3)=[O:13])=[CH:9][NH:8][C:5]2=[N:6][CH:7]=1.C(O)(C(F)(F)F)=O.[ClH:48]. (6) The reactants are: [C:1]([C:3]1[CH:10]=[CH:9][C:6]([C:7]#[N:8])=[CH:5][CH:4]=1)#[CH:2].[CH2:11]([O:13][C:14](=[O:18])/[CH:15]=[CH:16]\I)[CH3:12]. Given the product [CH2:11]([O:13][C:14](=[O:18])[CH:15]=[CH:16][C:2]#[C:1][C:3]1[CH:10]=[CH:9][C:6]([C:7]#[N:8])=[CH:5][CH:4]=1)[CH3:12], predict the reactants needed to synthesize it. (7) Given the product [N:31]1[CH:32]=[CH:33][CH:34]=[CH:35][C:30]=1[C:29]#[C:28][C:15]1[C:14]2[C:18](=[CH:19][C:11]([NH:10][C:5]3[CH:6]=[CH:7][CH:8]=[CH:9][C:4]=3[C:3]([OH:36])=[O:2])=[CH:12][CH:13]=2)[N:17]([CH2:20][O:21][CH2:22][CH2:23][Si:24]([CH3:26])([CH3:25])[CH3:27])[N:16]=1, predict the reactants needed to synthesize it. The reactants are: C[O:2][C:3](=[O:36])[C:4]1[CH:9]=[CH:8][CH:7]=[CH:6][C:5]=1[NH:10][C:11]1[CH:19]=[C:18]2[C:14]([C:15]([C:28]#[C:29][C:30]3[CH:35]=[CH:34][CH:33]=[CH:32][N:31]=3)=[N:16][N:17]2[CH2:20][O:21][CH2:22][CH2:23][Si:24]([CH3:27])([CH3:26])[CH3:25])=[CH:13][CH:12]=1.[OH-].[Na+].CO.O.